Dataset: Catalyst prediction with 721,799 reactions and 888 catalyst types from USPTO. Task: Predict which catalyst facilitates the given reaction. (1) Reactant: C(Cl)CCl.C1C=CC2N(O)N=NC=2C=1.[S:15]1[C:19]([C:20]([OH:22])=O)=[CH:18][C:17]2[CH:23]=[CH:24][CH:25]=[CH:26][C:16]1=2.C(N(CC)CC)C.[NH2:34][C@H:35]([C:40]([NH:42][CH2:43][CH:44]1[CH2:49][CH2:48][CH2:47][CH2:46][N:45]1[C:50]([O:52][C:53]([CH3:56])([CH3:55])[CH3:54])=[O:51])=[O:41])[CH2:36][CH:37]([CH3:39])[CH3:38]. Product: [S:15]1[C:16]2[CH:26]=[CH:25][CH:24]=[CH:23][C:17]=2[CH:18]=[C:19]1[C:20]([NH:34][C@H:35]([C:40]([NH:42][CH2:43][CH:44]1[CH2:49][CH2:48][CH2:47][CH2:46][N:45]1[C:50]([O:52][C:53]([CH3:55])([CH3:54])[CH3:56])=[O:51])=[O:41])[CH2:36][CH:37]([CH3:39])[CH3:38])=[O:22]. The catalyst class is: 2. (2) Reactant: [F:1][C:2]([F:12])([S:9]([O-:11])=[O:10])[C:3]([F:8])([F:7])[CH2:4][CH2:5][OH:6].[CH2:13]([NH+:15]([CH2:18][CH3:19])[CH2:16][CH3:17])[CH3:14].OO.S([O-])([O-])=[O:23].[Na+].[Na+]. Product: [F:12][C:2]([F:1])([S:9]([O-:23])(=[O:11])=[O:10])[C:3]([F:7])([F:8])[CH2:4][CH2:5][OH:6].[CH2:13]([NH+:15]([CH2:18][CH3:19])[CH2:16][CH3:17])[CH3:14]. The catalyst class is: 6. (3) Reactant: N1CCCC1.[Si](Cl)(C)(C)C.[CH3:11][C:12]([CH:15]=O)([CH3:14])[CH3:13].[Cl:17][C:18]1[CH:64]=[CH:63][C:21]([C:22]([NH:24][C:25]2[N:29]([CH2:30][CH:31]3[CH2:35][CH2:34][CH2:33][N:32]3[C:36](=[O:40])[CH2:37][C:38]#[N:39])[C:28]3[CH:41]=[CH:42][C:43]([CH2:45][N:46]([C@H:57]([C:59]([CH3:62])([CH3:61])[CH3:60])[CH3:58])[C:47](=[O:56])[O:48][CH2:49][C:50]4[CH:55]=[CH:54][CH:53]=[CH:52][CH:51]=4)=[CH:44][C:27]=3[N:26]=2)=[O:23])=[CH:20][CH:19]=1. Product: [CH2:49]([O:48][C:47](=[O:56])[N:46]([CH2:45][C:43]1[CH:42]=[CH:41][C:28]2[N:29]([CH2:30][CH:31]3[CH2:35][CH2:34][CH2:33][N:32]3[C:36](=[O:40])[C:37]([C:38]#[N:39])=[CH:11][C:12]([CH3:15])([CH3:14])[CH3:13])[C:25]([NH:24][C:22](=[O:23])[C:21]3[CH:20]=[CH:19][C:18]([Cl:17])=[CH:64][CH:63]=3)=[N:26][C:27]=2[CH:44]=1)[C@H:57]([C:59]([CH3:60])([CH3:62])[CH3:61])[CH3:58])[C:50]1[CH:55]=[CH:54][CH:53]=[CH:52][CH:51]=1. The catalyst class is: 47.